From a dataset of CYP2D6 inhibition data for predicting drug metabolism from PubChem BioAssay. Regression/Classification. Given a drug SMILES string, predict its absorption, distribution, metabolism, or excretion properties. Task type varies by dataset: regression for continuous measurements (e.g., permeability, clearance, half-life) or binary classification for categorical outcomes (e.g., BBB penetration, CYP inhibition). Dataset: cyp2d6_veith. (1) The molecule is Cc1cccc(Nc2cc(Cl)nc(SCC(=O)O)n2)c1C. The result is 1 (inhibitor). (2) The molecule is CCOC(=O)CSC1=C(C#N)C(C)C2=C(CCCC2=O)N1. The result is 0 (non-inhibitor). (3) The molecule is O=C(COc1ccc2ccccc2c1)Nc1ccc(Cc2ccncc2)cc1. The result is 1 (inhibitor). (4) The molecule is COc1ccc(OC)c2[nH]c(=O)c(CCNC(=O)c3ccc(S(=O)(=O)N(C)C)cc3)cc12. The result is 0 (non-inhibitor).